This data is from Tyrosyl-DNA phosphodiesterase HTS with 341,365 compounds. The task is: Binary Classification. Given a drug SMILES string, predict its activity (active/inactive) in a high-throughput screening assay against a specified biological target. (1) The compound is s1c2c(n3c(c(=O)n(nc3CC)CC(=O)N3CC(N(CC3)c3cc(ccc3)C)C)c2)cc1. The result is 0 (inactive). (2) The compound is Clc1sc(S(=O)(=O)Nc2ccc(c3nn4c(nnc4C)cc3)cc2)cc1. The result is 0 (inactive).